From a dataset of NCI-60 drug combinations with 297,098 pairs across 59 cell lines. Regression. Given two drug SMILES strings and cell line genomic features, predict the synergy score measuring deviation from expected non-interaction effect. Drug 1: CC1=CC2C(CCC3(C2CCC3(C(=O)C)OC(=O)C)C)C4(C1=CC(=O)CC4)C. Drug 2: CC12CCC3C(C1CCC2O)C(CC4=C3C=CC(=C4)O)CCCCCCCCCS(=O)CCCC(C(F)(F)F)(F)F. Cell line: MALME-3M. Synergy scores: CSS=-0.702, Synergy_ZIP=1.64, Synergy_Bliss=1.23, Synergy_Loewe=-7.15, Synergy_HSA=-3.28.